The task is: Regression. Given two drug SMILES strings and cell line genomic features, predict the synergy score measuring deviation from expected non-interaction effect.. This data is from NCI-60 drug combinations with 297,098 pairs across 59 cell lines. (1) Cell line: RPMI-8226. Drug 1: CC(C1=C(C=CC(=C1Cl)F)Cl)OC2=C(N=CC(=C2)C3=CN(N=C3)C4CCNCC4)N. Drug 2: CC1=C(N=C(N=C1N)C(CC(=O)N)NCC(C(=O)N)N)C(=O)NC(C(C2=CN=CN2)OC3C(C(C(C(O3)CO)O)O)OC4C(C(C(C(O4)CO)O)OC(=O)N)O)C(=O)NC(C)C(C(C)C(=O)NC(C(C)O)C(=O)NCCC5=NC(=CS5)C6=NC(=CS6)C(=O)NCCC[S+](C)C)O. Synergy scores: CSS=-5.79, Synergy_ZIP=1.11, Synergy_Bliss=-0.936, Synergy_Loewe=-8.58, Synergy_HSA=-7.42. (2) Drug 1: C1=CN(C=N1)CC(O)(P(=O)(O)O)P(=O)(O)O. Drug 2: CC1C(C(CC(O1)OC2CC(CC3=C2C(=C4C(=C3O)C(=O)C5=C(C4=O)C(=CC=C5)OC)O)(C(=O)CO)O)N)O.Cl. Cell line: MALME-3M. Synergy scores: CSS=28.7, Synergy_ZIP=-2.67, Synergy_Bliss=-0.389, Synergy_Loewe=-16.0, Synergy_HSA=0.169. (3) Synergy scores: CSS=31.5, Synergy_ZIP=-3.96, Synergy_Bliss=-0.172, Synergy_Loewe=-18.1, Synergy_HSA=0.185. Drug 2: CC(C)NC(=O)C1=CC=C(C=C1)CNNC.Cl. Drug 1: CN(CCCl)CCCl.Cl. Cell line: SW-620. (4) Drug 1: CC12CCC(CC1=CCC3C2CCC4(C3CC=C4C5=CN=CC=C5)C)O. Synergy scores: CSS=-1.47, Synergy_ZIP=-0.379, Synergy_Bliss=-2.12, Synergy_Loewe=-2.42, Synergy_HSA=-2.15. Drug 2: N.N.Cl[Pt+2]Cl. Cell line: SN12C. (5) Drug 1: CS(=O)(=O)CCNCC1=CC=C(O1)C2=CC3=C(C=C2)N=CN=C3NC4=CC(=C(C=C4)OCC5=CC(=CC=C5)F)Cl. Drug 2: CC12CCC3C(C1CCC2OP(=O)(O)O)CCC4=C3C=CC(=C4)OC(=O)N(CCCl)CCCl.[Na+]. Cell line: SNB-19. Synergy scores: CSS=26.0, Synergy_ZIP=-2.78, Synergy_Bliss=0.855, Synergy_Loewe=0.0629, Synergy_HSA=-0.288.